Task: Predict the reactants needed to synthesize the given product.. Dataset: Full USPTO retrosynthesis dataset with 1.9M reactions from patents (1976-2016) (1) Given the product [CH2:1]([O:8][C:9]1[CH:14]=[CH:13][C:12]([N:15]2[C:16]3=[N:17][CH:18]=[CH:19][C:20]([CH3:23])=[C:21]3[N:22]=[C:25]2[NH2:24])=[CH:11][CH:10]=1)[C:2]1[CH:7]=[CH:6][CH:5]=[CH:4][CH:3]=1, predict the reactants needed to synthesize it. The reactants are: [CH2:1]([O:8][C:9]1[CH:14]=[CH:13][C:12]([NH:15][C:16]2[C:21]([NH2:22])=[C:20]([CH3:23])[CH:19]=[CH:18][N:17]=2)=[CH:11][CH:10]=1)[C:2]1[CH:7]=[CH:6][CH:5]=[CH:4][CH:3]=1.[N:24]#[C:25]Br.C1COCC1.C(=O)([O-])O.[Na+]. (2) Given the product [ClH:66].[ClH:66].[NH2:8][C:9]([CH3:59])([CH2:35][C:36]1[CH:41]=[CH:40][CH:39]=[C:38]([CH2:42][CH2:43][CH:44]([NH2:51])[C:45]2[CH:50]=[CH:49][CH:48]=[CH:47][CH:46]=2)[CH:37]=1)[C:10]([O:12][CH2:13][C:14]1[CH:15]=[C:16]([CH:24]=[C:25]([N:27]([S:31]([CH3:34])(=[O:33])=[O:32])[CH2:28][CH2:29][CH3:30])[CH:26]=1)[C:17]([OH:19])=[O:18])=[O:11], predict the reactants needed to synthesize it. The reactants are: C(OC([NH:8][C:9]([CH3:59])([CH2:35][C:36]1[CH:41]=[CH:40][CH:39]=[C:38]([CH2:42][CH2:43][CH:44]([NH:51]C(OC(C)(C)C)=O)[C:45]2[CH:50]=[CH:49][CH:48]=[CH:47][CH:46]=2)[CH:37]=1)[C:10]([O:12][CH2:13][C:14]1[CH:15]=[C:16]([CH:24]=[C:25]([N:27]([S:31]([CH3:34])(=[O:33])=[O:32])[CH2:28][CH2:29][CH3:30])[CH:26]=1)[C:17]([O:19]C(C)(C)C)=[O:18])=[O:11])=O)(C)(C)C.O1CCOCC1.[ClH:66]. (3) Given the product [OH:2][CH2:3][C@H:4]([CH3:5])[O:6][C:7]1[CH:8]=[C:9]([CH:22]=[C:23]([C:25]2[NH:26][C:27]3[C:32]([N:33]=2)=[CH:31][N:30]=[CH:29][N:28]=3)[CH:24]=1)[O:10][C:11]1[N:12]=[CH:13][C:14]([C:17]([N:19]([CH3:21])[CH3:20])=[O:18])=[N:15][CH:16]=1, predict the reactants needed to synthesize it. The reactants are: C[O:2][CH2:3][CH:4]([O:6][C:7]1[CH:8]=[C:9]([CH:22]=[C:23]([C:25]2[NH:26][C:27]3[C:32]([N:33]=2)=[CH:31][N:30]=[CH:29][N:28]=3)[CH:24]=1)[O:10][C:11]1[N:12]=[CH:13][C:14]([C:17]([N:19]([CH3:21])[CH3:20])=[O:18])=[N:15][CH:16]=1)[CH3:5].CN(C)C(C1N=CC(OC2C=C(C=C(O[C@@H](C)COC)C=2)C(O)=O)=NC=1)=O.NC1C(N)=CN=CN=1. (4) The reactants are: Cl.[Cl:2][C:3]1[CH:4]=[C:5]([C:8]2[O:12][N:11]=[C:10]([C@H:13]3[CH2:18][CH2:17][CH2:16][NH:15][CH2:14]3)[N:9]=2)[NH:6][CH:7]=1.[CH3:19][C:20]1[O:24][N:23]=[CH:22][C:21]=1[C:25](O)=[O:26]. Given the product [Cl:2][C:3]1[CH:4]=[C:5]([C:8]2[O:12][N:11]=[C:10]([C@H:13]3[CH2:18][CH2:17][CH2:16][N:15]([C:25]([C:21]4[CH:22]=[N:23][O:24][C:20]=4[CH3:19])=[O:26])[CH2:14]3)[N:9]=2)[NH:6][CH:7]=1, predict the reactants needed to synthesize it. (5) Given the product [CH2:1]([C:3]1[CH:8]=[C:7]([CH3:9])[CH:6]=[C:5]([CH2:10][CH3:11])[C:4]=1[C:12](=[O:17])[C:13]([NH:15][N:16]=[CH2:18])=[O:14])[CH3:2], predict the reactants needed to synthesize it. The reactants are: [CH2:1]([C:3]1[CH:8]=[C:7]([CH3:9])[CH:6]=[C:5]([CH2:10][CH3:11])[C:4]=1[C:12](=[O:17])[C:13]([NH:15][NH2:16])=[O:14])[CH3:2].[CH2:18]=O. (6) Given the product [CH3:25][O:24][C:22]1[O:19][C:18]([C:17]([O:16][CH3:15])=[O:26])=[N:20][CH:21]=1, predict the reactants needed to synthesize it. The reactants are: O=P12OP3(OP(OP(O3)(O1)=O)(=O)O2)=O.[CH3:15][O:16][C:17](=[O:26])[C:18]([NH:20][CH2:21][C:22]([O:24][CH3:25])=O)=[O:19]. (7) The reactants are: [Cl:1][C:2]1[CH:3]=[C:4]([NH:8][C:9]2[CH:14]=[C:13]([NH2:15])[N:12]=[CH:11][N:10]=2)[CH:5]=[CH:6][CH:7]=1.[Cl:16][C:17]1[CH:22]=[CH:21][CH:20]=[CH:19][C:18]=1[N:23]=[C:24]=[O:25]. Given the product [Cl:16][C:17]1[CH:22]=[CH:21][CH:20]=[CH:19][C:18]=1[NH:23][C:24](=[O:25])[NH:15][C:13]1[CH:14]=[C:9]([NH:8][C:4]2[CH:5]=[CH:6][CH:7]=[C:2]([Cl:1])[CH:3]=2)[N:10]=[CH:11][N:12]=1, predict the reactants needed to synthesize it. (8) Given the product [C:36]([N:32]1[CH2:33][CH2:34][CH2:35][C@@H:30]([C:28]([NH:27][CH:15]([CH2:14][CH2:13][CH2:12][CH2:11][NH2:10])[C:16]([C:18]2[S:19][C:20]3[CH:26]=[CH:25][CH:24]=[CH:23][C:21]=3[N:22]=2)=[O:17])=[O:29])[CH2:31]1)(=[O:38])[CH3:37], predict the reactants needed to synthesize it. The reactants are: C(OC(=O)[NH:10][CH2:11][CH2:12][CH2:13][CH2:14][CH:15]([NH:27][C:28]([C@@H:30]1[CH2:35][CH2:34][CH2:33][N:32]([C:36](=[O:38])[CH3:37])[CH2:31]1)=[O:29])[C:16]([C:18]1[S:19][C:20]2[CH:26]=[CH:25][CH:24]=[CH:23][C:21]=2[N:22]=1)=[O:17])C1C=CC=CC=1.Br.CC(O)=O. (9) Given the product [ClH:45].[CH3:24][C:20]1([CH3:25])[NH:21][CH2:22][CH2:23][N:18]([C:16]2[CH:15]=[CH:14][C:13]([O:27][CH3:28])=[C:12]([NH:11][S:8]([C:5]3[CH:6]=[CH:7][C:2]([C:34]4[O:35][C:31]([CH3:30])=[CH:32][CH:33]=4)=[C:3]([F:29])[CH:4]=3)(=[O:10])=[O:9])[CH:17]=2)[C:19]1=[O:26], predict the reactants needed to synthesize it. The reactants are: Br[C:2]1[CH:7]=[CH:6][C:5]([S:8]([NH:11][C:12]2[CH:17]=[C:16]([N:18]3[CH2:23][CH2:22][NH:21][C:20]([CH3:25])([CH3:24])[C:19]3=[O:26])[CH:15]=[CH:14][C:13]=2[O:27][CH3:28])(=[O:10])=[O:9])=[CH:4][C:3]=1[F:29].[CH3:30][C:31]1[O:35][C:34](B(O)O)=[CH:33][CH:32]=1.C(=O)([O-])[O-].[Na+].[Na+].[ClH:45].CCOCC.